Predict which catalyst facilitates the given reaction. From a dataset of Catalyst prediction with 721,799 reactions and 888 catalyst types from USPTO. Product: [Cl:26][C:27]1[CH:28]=[C:29]2[C:33](=[CH:34][CH:35]=1)[NH:32][N:31]=[C:30]2[CH2:36][N:10]1[C:9]2[CH:8]=[CH:7][CH:6]=[C:5]([C:3]([OH:2])=[O:4])[C:13]=2[N:12]=[C:11]1[C:14](=[O:25])[NH:15][CH:16]1[CH2:21][CH2:20][N:19]([CH:22]([CH3:24])[CH3:23])[CH2:18][CH2:17]1. Reactant: C[O:2][C:3]([C:5]1[C:13]2[N:12]=[C:11]([C:14](=[O:25])[NH:15][CH:16]3[CH2:21][CH2:20][N:19]([CH:22]([CH3:24])[CH3:23])[CH2:18][CH2:17]3)[NH:10][C:9]=2[CH:8]=[CH:7][CH:6]=1)=[O:4].[Cl:26][C:27]1[CH:28]=[C:29]2[C:33](=[CH:34][CH:35]=1)[NH:32][N:31]=[C:30]2[CH2:36]Cl.CC#N.O. The catalyst class is: 106.